From a dataset of Forward reaction prediction with 1.9M reactions from USPTO patents (1976-2016). Predict the product of the given reaction. (1) Given the reactants [OH:1][CH2:2][C:3]1[N:7]([CH2:8][CH2:9][CH2:10][CH2:11][CH2:12][CH2:13][CH2:14][CH3:15])[C:6](=[O:16])[N:5]([CH2:17][C:18]2[CH:23]=[CH:22][C:21]([CH3:24])=[CH:20][CH:19]=2)[N:4]=1.C([O:29][C:30](=[O:45])[C:31]([CH3:44])([O:33][C:34]1[CH:39]=[CH:38][C:37]([CH2:40][C:41](O)=[O:42])=[CH:36][CH:35]=1)[CH3:32])(C)(C)C.C(Cl)CCl, predict the reaction product. The product is: [CH3:44][C:31]([O:33][C:34]1[CH:35]=[CH:36][C:37]([CH2:40][C:41]([O:1][CH2:2][C:3]2[N:7]([CH2:8][CH2:9][CH2:10][CH2:11][CH2:12][CH2:13][CH2:14][CH3:15])[C:6](=[O:16])[N:5]([CH2:17][C:18]3[CH:23]=[CH:22][C:21]([CH3:24])=[CH:20][CH:19]=3)[N:4]=2)=[O:42])=[CH:38][CH:39]=1)([CH3:32])[C:30]([OH:45])=[O:29]. (2) Given the reactants [CH2:1]([C:5]1[N:6]=[N:7][C:8]([Cl:11])=[CH:9][CH:10]=1)[CH2:2][C:3]#[CH:4].[Cl:12][C:13]1[CH:18]=[CH:17][C:16]([C:19]2[CH:20]=[CH:21][C:22](I)=[N:23][CH:24]=2)=[CH:15][CH:14]=1.C(NC(C)C)(C)C.CO, predict the reaction product. The product is: [Cl:11][C:8]1[N:7]=[N:6][C:5]([CH2:1][CH2:2][C:3]#[C:4][C:22]2[CH:21]=[CH:20][C:19]([C:16]3[CH:17]=[CH:18][C:13]([Cl:12])=[CH:14][CH:15]=3)=[CH:24][N:23]=2)=[CH:10][CH:9]=1. (3) Given the reactants C1(C2[CH:12]=[CH:11][C:10](/[C:13](=[CH:30]/[C:31](=O)[C:32]3[CH:37]=[CH:36][C:35]([O:38][C:39]([F:42])([F:41])[F:40])=[CH:34][CH:33]=3)/[C:14]([C:16]3[CH:29]=[CH:28][C:19]([C:20]([NH:22][CH2:23][CH2:24][C:25]([OH:27])=[O:26])=[O:21])=[CH:18][CH:17]=3)=O)=[CH:9][CH:8]=2)CCCCC1.O.[NH2:45][NH2:46].[C:47]1([CH3:53])[CH:52]=[CH:51][CH:50]=[CH:49][CH:48]=1, predict the reaction product. The product is: [CH:47]1([C:53]2[CH:12]=[CH:11][C:10]([C:13]3[CH:30]=[C:31]([C:32]4[CH:33]=[CH:34][C:35]([O:38][C:39]([F:40])([F:41])[F:42])=[CH:36][CH:37]=4)[N:46]=[N:45][C:14]=3[C:16]3[CH:17]=[CH:18][C:19]([C:20]([NH:22][CH2:23][CH2:24][C:25]([OH:27])=[O:26])=[O:21])=[CH:28][CH:29]=3)=[CH:9][CH:8]=2)[CH2:52][CH2:51][CH2:50][CH2:49][CH2:48]1. (4) Given the reactants [CH3:1][C:2]1[CH:3]=[C:4]([CH:9]=[C:10]([C:14]2[CH:19]=[CH:18][C:17]([OH:20])=[CH:16][CH:15]=2)[C:11]([OH:13])=[O:12])[CH:5]=[C:6]([CH3:8])[CH:7]=1.[H-].[Na+].F[C:24]1[CH:31]=[CH:30][C:27]([CH:28]=[O:29])=[CH:26][CH:25]=1.C(O)(=O)CC(CC(O)=O)(C(O)=O)O, predict the reaction product. The product is: [CH3:1][C:2]1[CH:3]=[C:4]([CH:9]=[C:10]([C:14]2[CH:15]=[CH:16][C:17]([O:20][C:24]3[CH:31]=[CH:30][C:27]([CH:28]=[O:29])=[CH:26][CH:25]=3)=[CH:18][CH:19]=2)[C:11]([OH:13])=[O:12])[CH:5]=[C:6]([CH3:8])[CH:7]=1. (5) Given the reactants Br[CH2:2][CH2:3][CH:4]([C:6]1[CH:11]=[CH:10][C:9]([F:12])=[CH:8][CH:7]=1)[CH3:5].[CH3:13][O:14][C:15]1[CH:16]=[C:17]([CH3:24])[CH:18]=[C:19]([O:22][CH3:23])[C:20]=1[OH:21], predict the reaction product. The product is: [F:12][C:9]1[CH:10]=[CH:11][C:6]([CH:4]([CH3:5])[CH2:3][CH2:2][O:21][C:20]2[C:19]([O:22][CH3:23])=[CH:18][C:17]([CH3:24])=[CH:16][C:15]=2[O:14][CH3:13])=[CH:7][CH:8]=1. (6) Given the reactants [CH3:1][C@H:2]1[CH2:7][NH:6][C@H:5]([CH3:8])[CH2:4][NH:3]1.CS(O)(=O)=O.C([O-])(=O)C.[K+].Cl[C:20]([O:22][CH2:23][CH3:24])=[O:21], predict the reaction product. The product is: [CH3:1][C@H:2]1[CH2:7][NH:6][C@H:5]([CH3:8])[CH2:4][N:3]1[C:20]([O:22][CH2:23][CH3:24])=[O:21]. (7) Given the reactants Br[C:2]1[S:6][C:5]([CH2:7][NH:8][S:9]([C:12]2[CH:17]=[CH:16][CH:15]=[CH:14][C:13]=2[C:18]([F:21])([F:20])[F:19])(=[O:11])=[O:10])=[CH:4][CH:3]=1.[CH3:22][S:23]([C:26]1[CH:27]=[C:28](B(O)O)[CH:29]=[CH:30][CH:31]=1)(=[O:25])=[O:24].C([O-])([O-])=O.[Na+].[Na+], predict the reaction product. The product is: [CH3:22][S:23]([C:26]1[CH:31]=[C:30]([C:2]2[S:6][C:5]([CH2:7][NH:8][S:9]([C:12]3[CH:17]=[CH:16][CH:15]=[CH:14][C:13]=3[C:18]([F:21])([F:20])[F:19])(=[O:11])=[O:10])=[CH:4][CH:3]=2)[CH:29]=[CH:28][CH:27]=1)(=[O:25])=[O:24]. (8) Given the reactants [N:1]1([CH2:15][C:16]([O:18]CC2C=CC=CC=2)=[O:17])[CH:14]2[CH:5]([CH2:6][CH2:7][C:8]3[C:13]2=[N:12][CH:11]=[CH:10][CH:9]=3)[CH2:4][CH2:3][CH2:2]1.[H][H], predict the reaction product. The product is: [N:1]1([CH2:15][C:16]([OH:18])=[O:17])[CH:14]2[CH:5]([CH2:6][CH2:7][C:8]3[C:13]2=[N:12][CH:11]=[CH:10][CH:9]=3)[CH2:4][CH2:3][CH2:2]1. (9) Given the reactants [F:1][C:2]1[CH:7]=[CH:6][C:5]([C:8]2[O:12][CH:11]=[N:10][C:9]=2[C:13]2[CH:18]=[CH:17][N:16]=[CH:15][CH:14]=2)=[CH:4][CH:3]=1.C[Si]([N-][Si](C)(C)C)(C)C.[Li+].[CH:29](N1CCOCC1)=[O:30].C(OCC)C, predict the reaction product. The product is: [CH:29]([C:11]1[O:12][C:8]([C:5]2[CH:4]=[CH:3][C:2]([F:1])=[CH:7][CH:6]=2)=[C:9]([C:13]2[CH:18]=[CH:17][N:16]=[CH:15][CH:14]=2)[N:10]=1)=[O:30].